This data is from Catalyst prediction with 721,799 reactions and 888 catalyst types from USPTO. The task is: Predict which catalyst facilitates the given reaction. Reactant: [Cl:1][C:2]1[N:7]=[C:6]([NH:8][C:9]2[CH:14]=[CH:13][C:12]([F:15])=[C:11]([C:16]([F:19])([F:18])[F:17])[CH:10]=2)[CH:5]=[C:4](Cl)[N:3]=1.O.[NH2:22][NH2:23]. Product: [Cl:1][C:2]1[N:7]=[C:6]([NH:8][C:9]2[CH:14]=[CH:13][C:12]([F:15])=[C:11]([C:16]([F:19])([F:18])[F:17])[CH:10]=2)[CH:5]=[C:4]([NH:22][NH2:23])[N:3]=1. The catalyst class is: 38.